From a dataset of Peptide-MHC class II binding affinity with 134,281 pairs from IEDB. Regression. Given a peptide amino acid sequence and an MHC pseudo amino acid sequence, predict their binding affinity value. This is MHC class II binding data. (1) The peptide sequence is TNFKYNYSVIEGGPI. The MHC is DRB3_0101 with pseudo-sequence DRB3_0101. The binding affinity (normalized) is 0.482. (2) The peptide sequence is TQAFSAHGSGREVID. The MHC is DRB3_0301 with pseudo-sequence DRB3_0301. The binding affinity (normalized) is 0.437. (3) The peptide sequence is NKFVSPKSVIGTFVA. The MHC is DRB5_0101 with pseudo-sequence DRB5_0101. The binding affinity (normalized) is 0.517. (4) The peptide sequence is SAHGSGREVIDAMCH. The MHC is DRB1_0301 with pseudo-sequence DRB1_0301. The binding affinity (normalized) is 0.381. (5) The peptide sequence is MVVERLGDYLVEQGM. The MHC is HLA-DQA10102-DQB10602 with pseudo-sequence HLA-DQA10102-DQB10602. The binding affinity (normalized) is 0.262.